Predict the product of the given reaction. From a dataset of Forward reaction prediction with 1.9M reactions from USPTO patents (1976-2016). (1) Given the reactants C(OC([NH:8][C:9]1[N:14]=[C:13]([CH2:15][CH2:16][N:17]([C:25]2[CH:30]=[CH:29][C:28]([NH:31][C:32]([C:34]3[CH2:39][CH2:38][CH2:37][CH2:36][C:35]=3[C:40]3[CH:45]=[CH:44][C:43]([CH3:46])=[CH:42][CH:41]=3)=[O:33])=[CH:27][N:26]=2)C(=O)OC(C)(C)C)[CH:12]=[CH:11][CH:10]=1)=O)(C)(C)C.FC(F)(F)C(O)=O, predict the reaction product. The product is: [NH2:8][C:9]1[N:14]=[C:13]([CH2:15][CH2:16][NH:17][C:25]2[N:26]=[CH:27][C:28]([NH:31][C:32]([C:34]3[CH2:39][CH2:38][CH2:37][CH2:36][C:35]=3[C:40]3[CH:41]=[CH:42][C:43]([CH3:46])=[CH:44][CH:45]=3)=[O:33])=[CH:29][CH:30]=2)[CH:12]=[CH:11][CH:10]=1. (2) Given the reactants [Cl:1][C:2]1[CH:3]=[C:4]([NH:9][C:10]([NH:12][C:13](=[O:26])[CH2:14][N:15]2[C:23](=[O:24])[C:22]3[C:17](=[CH:18][CH:19]=[CH:20][CH:21]=3)[C:16]2=[O:25])=[S:11])[CH:5]=[C:6]([Cl:8])[CH:7]=1.I[CH2:28]I.C(N(CC)CC)C, predict the reaction product. The product is: [Cl:8][C:6]1[CH:5]=[C:4]([N:9]=[C:10]2[N:12]([C:13](=[O:26])[CH2:14][N:15]3[C:16](=[O:25])[C:17]4[C:22](=[CH:21][CH:20]=[CH:19][CH:18]=4)[C:23]3=[O:24])[CH2:28][S:11]2)[CH:3]=[C:2]([Cl:1])[CH:7]=1. (3) Given the reactants Br[C:2]1[C:11]2[CH2:10][CH2:9][CH2:8][CH2:7][C:6]=2[C:5]([S:12]([NH:15][C:16]([CH3:19])([CH3:18])[CH3:17])(=[O:14])=[O:13])=[CH:4][CH:3]=1.P([O-])([O-])([O-])=O.[K+].[K+].[K+].[CH3:28][C:29]1[C:30](B2OC(C)(C)C(C)(C)O2)=[C:31]([C:34]([O:36][CH3:37])=[O:35])[S:32][CH:33]=1.C1(P(C2C=CC=CC=2)C2C=CC=CC=2)C=CC=CC=1, predict the reaction product. The product is: [C:16]([NH:15][S:12]([C:5]1[C:6]2[CH2:7][CH2:8][CH2:9][CH2:10][C:11]=2[C:2]([C:30]2[C:29]([CH3:28])=[CH:33][S:32][C:31]=2[C:34]([O:36][CH3:37])=[O:35])=[CH:3][CH:4]=1)(=[O:14])=[O:13])([CH3:19])([CH3:18])[CH3:17]. (4) Given the reactants COC1C=CC(C[N:8](CC2C=CC(OC)=CC=2)[C:9]2[N:14]=[C:13]([CH3:15])[N:12]=[C:11]([C:16]3[CH:17]=[C:18]([C:31]4[CH:32]=[N:33][C:34]([O:37][CH3:38])=[CH:35][CH:36]=4)[CH:19]=[N:20][C:21]=3[NH:22][C:23]3[CH:24]=[N:25][C:26]([O:29][CH3:30])=[CH:27][CH:28]=3)[N:10]=2)=CC=1, predict the reaction product. The product is: [NH2:8][C:9]1[N:14]=[C:13]([CH3:15])[N:12]=[C:11]([C:16]2[CH:17]=[C:18]([C:31]3[CH:32]=[N:33][C:34]([O:37][CH3:38])=[CH:35][CH:36]=3)[CH:19]=[N:20][C:21]=2[NH:22][C:23]2[CH:24]=[N:25][C:26]([O:29][CH3:30])=[CH:27][CH:28]=2)[N:10]=1. (5) Given the reactants [C:1]([O:5][C:6](=[O:16])[NH:7][C:8]1[CH:13]=[CH:12][C:11]([NH2:14])=[C:10]([Cl:15])[CH:9]=1)([CH3:4])([CH3:3])[CH3:2].[N:17]1([CH2:23][CH2:24][OH:25])[CH2:22][CH2:21][CH2:20][CH2:19][CH2:18]1.[O:26]1CCC[CH2:27]1.O, predict the reaction product. The product is: [N:17]1([CH2:23][CH2:24][O:25][C:27](=[O:26])[NH:14][C:11]2[CH:12]=[CH:13][C:8]([NH:7][C:6]([O:5][C:1]([CH3:4])([CH3:2])[CH3:3])=[O:16])=[CH:9][C:10]=2[Cl:15])[CH2:22][CH2:21][CH2:20][CH2:19][CH2:18]1.